Dataset: Forward reaction prediction with 1.9M reactions from USPTO patents (1976-2016). Task: Predict the product of the given reaction. The product is: [Cl:3][C:17]1[C:16]2[C:21](=[CH:22][C:13]([N:10]3[CH2:11][CH2:12][C@@H:8]([N:7]([CH3:32])[CH3:6])[CH2:9]3)=[CH:14][C:15]=2[O:24][CH:25]2[CH2:30][CH2:29][N:28]([CH3:31])[CH2:27][CH2:26]2)[N:20]=[CH:19][N:18]=1. Given the reactants P(Cl)(Cl)([Cl:3])=O.[CH3:6][N:7]([CH3:32])[C@@H:8]1[CH2:12][CH2:11][N:10]([C:13]2[CH:22]=[C:21]3[C:16]([C:17](=O)[NH:18][CH:19]=[N:20]3)=[C:15]([O:24][CH:25]3[CH2:30][CH2:29][N:28]([CH3:31])[CH2:27][CH2:26]3)[CH:14]=2)[CH2:9]1.C(N(C(C)C)CC)(C)C, predict the reaction product.